Dataset: NCI-60 drug combinations with 297,098 pairs across 59 cell lines. Task: Regression. Given two drug SMILES strings and cell line genomic features, predict the synergy score measuring deviation from expected non-interaction effect. (1) Drug 1: CN1CCC(CC1)COC2=C(C=C3C(=C2)N=CN=C3NC4=C(C=C(C=C4)Br)F)OC. Drug 2: CCN(CC)CCCC(C)NC1=C2C=C(C=CC2=NC3=C1C=CC(=C3)Cl)OC. Cell line: DU-145. Synergy scores: CSS=29.2, Synergy_ZIP=-10.2, Synergy_Bliss=1.33, Synergy_Loewe=-2.70, Synergy_HSA=1.78. (2) Drug 1: C1CCC(C1)C(CC#N)N2C=C(C=N2)C3=C4C=CNC4=NC=N3. Drug 2: CN(CC1=CN=C2C(=N1)C(=NC(=N2)N)N)C3=CC=C(C=C3)C(=O)NC(CCC(=O)O)C(=O)O. Cell line: NCI-H226. Synergy scores: CSS=10.8, Synergy_ZIP=-3.60, Synergy_Bliss=1.56, Synergy_Loewe=-0.540, Synergy_HSA=1.64. (3) Drug 1: C1CC(=O)NC(=O)C1N2CC3=C(C2=O)C=CC=C3N. Drug 2: COC1=C2C(=CC3=C1OC=C3)C=CC(=O)O2. Cell line: SK-OV-3. Synergy scores: CSS=5.71, Synergy_ZIP=-1.07, Synergy_Bliss=0.642, Synergy_Loewe=-0.460, Synergy_HSA=-0.158. (4) Drug 1: CC(CN1CC(=O)NC(=O)C1)N2CC(=O)NC(=O)C2. Drug 2: C1=CC(=CC=C1CCCC(=O)O)N(CCCl)CCCl. Cell line: SK-OV-3. Synergy scores: CSS=25.9, Synergy_ZIP=-4.64, Synergy_Bliss=2.16, Synergy_Loewe=-0.665, Synergy_HSA=4.05. (5) Drug 1: CC(C)NC(=O)C1=CC=C(C=C1)CNNC.Cl. Drug 2: C1CCC(C(C1)N)N.C(=O)(C(=O)[O-])[O-].[Pt+4]. Cell line: OVCAR-5. Synergy scores: CSS=7.00, Synergy_ZIP=-8.09, Synergy_Bliss=-13.8, Synergy_Loewe=-19.6, Synergy_HSA=-11.9. (6) Drug 1: C1=CC(=CC=C1CCC2=CNC3=C2C(=O)NC(=N3)N)C(=O)NC(CCC(=O)O)C(=O)O. Drug 2: CC1=C2C(C(=O)C3(C(CC4C(C3C(C(C2(C)C)(CC1OC(=O)C(C(C5=CC=CC=C5)NC(=O)OC(C)(C)C)O)O)OC(=O)C6=CC=CC=C6)(CO4)OC(=O)C)O)C)O. Cell line: NCIH23. Synergy scores: CSS=14.7, Synergy_ZIP=-7.70, Synergy_Bliss=-8.09, Synergy_Loewe=-27.0, Synergy_HSA=-7.37.